This data is from NCI-60 drug combinations with 297,098 pairs across 59 cell lines. The task is: Regression. Given two drug SMILES strings and cell line genomic features, predict the synergy score measuring deviation from expected non-interaction effect. (1) Synergy scores: CSS=-0.948, Synergy_ZIP=2.83, Synergy_Bliss=5.96, Synergy_Loewe=1.03, Synergy_HSA=0.744. Cell line: OVCAR3. Drug 2: C1CNP(=O)(OC1)N(CCCl)CCCl. Drug 1: CCC1(CC2CC(C3=C(CCN(C2)C1)C4=CC=CC=C4N3)(C5=C(C=C6C(=C5)C78CCN9C7C(C=CC9)(C(C(C8N6C=O)(C(=O)OC)O)OC(=O)C)CC)OC)C(=O)OC)O.OS(=O)(=O)O. (2) Drug 1: CC(C1=C(C=CC(=C1Cl)F)Cl)OC2=C(N=CC(=C2)C3=CN(N=C3)C4CCNCC4)N. Drug 2: C1CC(=O)NC(=O)C1N2CC3=C(C2=O)C=CC=C3N. Cell line: OVCAR-5. Synergy scores: CSS=14.6, Synergy_ZIP=-3.50, Synergy_Bliss=1.76, Synergy_Loewe=1.28, Synergy_HSA=1.31. (3) Drug 1: CCCS(=O)(=O)NC1=C(C(=C(C=C1)F)C(=O)C2=CNC3=C2C=C(C=N3)C4=CC=C(C=C4)Cl)F. Drug 2: C1=CC=C(C=C1)NC(=O)CCCCCCC(=O)NO. Cell line: HCT116. Synergy scores: CSS=30.6, Synergy_ZIP=-8.82, Synergy_Bliss=-7.93, Synergy_Loewe=-26.0, Synergy_HSA=-9.40. (4) Drug 1: C1C(C(OC1N2C=C(C(=O)NC2=O)F)CO)O. Drug 2: CC1=C(C=C(C=C1)NC(=O)C2=CC=C(C=C2)CN3CCN(CC3)C)NC4=NC=CC(=N4)C5=CN=CC=C5. Cell line: PC-3. Synergy scores: CSS=2.79, Synergy_ZIP=-3.73, Synergy_Bliss=-0.960, Synergy_Loewe=-10.6, Synergy_HSA=-2.21. (5) Drug 1: COC1=C(C=C2C(=C1)N=CN=C2NC3=CC(=C(C=C3)F)Cl)OCCCN4CCOCC4. Drug 2: CC1=C2C(C(=O)C3(C(CC4C(C3C(C(C2(C)C)(CC1OC(=O)C(C(C5=CC=CC=C5)NC(=O)C6=CC=CC=C6)O)O)OC(=O)C7=CC=CC=C7)(CO4)OC(=O)C)O)C)OC(=O)C. Cell line: T-47D. Synergy scores: CSS=43.0, Synergy_ZIP=-0.254, Synergy_Bliss=9.58, Synergy_Loewe=8.42, Synergy_HSA=8.88. (6) Drug 1: CC(C)NC(=O)C1=CC=C(C=C1)CNNC.Cl. Drug 2: C1CNP(=O)(OC1)N(CCCl)CCCl. Cell line: T-47D. Synergy scores: CSS=-2.64, Synergy_ZIP=0.577, Synergy_Bliss=-1.52, Synergy_Loewe=-4.80, Synergy_HSA=-5.82. (7) Drug 1: CC1=C(N=C(N=C1N)C(CC(=O)N)NCC(C(=O)N)N)C(=O)NC(C(C2=CN=CN2)OC3C(C(C(C(O3)CO)O)O)OC4C(C(C(C(O4)CO)O)OC(=O)N)O)C(=O)NC(C)C(C(C)C(=O)NC(C(C)O)C(=O)NCCC5=NC(=CS5)C6=NC(=CS6)C(=O)NCCC[S+](C)C)O. Drug 2: CC1C(C(CC(O1)OC2CC(CC3=C2C(=C4C(=C3O)C(=O)C5=CC=CC=C5C4=O)O)(C(=O)C)O)N)O. Cell line: HT29. Synergy scores: CSS=34.7, Synergy_ZIP=1.05, Synergy_Bliss=0.375, Synergy_Loewe=-13.6, Synergy_HSA=0.437. (8) Drug 2: CNC(=O)C1=NC=CC(=C1)OC2=CC=C(C=C2)NC(=O)NC3=CC(=C(C=C3)Cl)C(F)(F)F. Drug 1: CC1=CC=C(C=C1)C2=CC(=NN2C3=CC=C(C=C3)S(=O)(=O)N)C(F)(F)F. Cell line: SN12C. Synergy scores: CSS=-7.38, Synergy_ZIP=2.66, Synergy_Bliss=-1.10, Synergy_Loewe=-5.20, Synergy_HSA=-5.63.